Dataset: Full USPTO retrosynthesis dataset with 1.9M reactions from patents (1976-2016). Task: Predict the reactants needed to synthesize the given product. (1) Given the product [O:23]=[C:15]1[C:16]2[C:17](=[CH:18][CH:19]=[CH:20][CH:21]=2)[N:22]=[CH:25][N:14]1[NH:13][C:11]([C:6]1[NH:7][C:8]2[C:4]([CH:5]=1)=[CH:3][C:2]([Cl:1])=[CH:10][CH:9]=2)=[O:12], predict the reactants needed to synthesize it. The reactants are: [Cl:1][C:2]1[CH:3]=[C:4]2[C:8](=[CH:9][CH:10]=1)[NH:7][C:6]([C:11]([NH:13][NH:14][C:15](=[O:23])[C:16]1[CH:21]=[CH:20][CH:19]=[CH:18][C:17]=1[NH2:22])=[O:12])=[CH:5]2.O.[CH:25](O)=O. (2) Given the product [F:1][C:2]([CH3:19])([CH3:18])[CH2:3][NH:4][C:5]1[C:14]2[C:9](=[CH:10][CH:11]=[CH:12][N:13]=2)[N:8]=[CH:7][C:6]=1[NH2:15], predict the reactants needed to synthesize it. The reactants are: [F:1][C:2]([CH3:19])([CH3:18])[CH2:3][NH:4][C:5]1[C:14]2[C:9](=[CH:10][CH:11]=[CH:12][N:13]=2)[N:8]=[CH:7][C:6]=1[N+:15]([O-])=O. (3) Given the product [F:45][C:43]1[CH:42]=[C:35]([CH:34]=[C:33]([C:27]2[C:26]3[N:25]=[C:17]([C:16]4[C:10]5[C:11](=[CH:12][N:13]=[C:8]([C:3]6[CH:4]=[N:5][CH:6]=[CH:7][C:2]=6[CH3:1])[CH:9]=5)[NH:14][N:15]=4)[NH:32][C:31]=3[CH:30]=[CH:29][N:28]=2)[CH:44]=1)[CH2:36][NH:37][S:38]([CH3:41])(=[O:40])=[O:39], predict the reactants needed to synthesize it. The reactants are: [CH3:1][C:2]1[CH:7]=[CH:6][N:5]=[CH:4][C:3]=1[C:8]1[CH:9]=[C:10]2[C:16]([CH:17]=O)=[N:15][N:14](C3CCCCO3)[C:11]2=[CH:12][N:13]=1.[NH2:25][C:26]1[C:27]([C:33]2[CH:34]=[C:35]([CH:42]=[C:43]([F:45])[CH:44]=2)[CH2:36][NH:37][S:38]([CH3:41])(=[O:40])=[O:39])=[N:28][CH:29]=[CH:30][C:31]=1[NH2:32]. (4) Given the product [CH2:23]([O:22][C:20](=[O:21])[CH2:19][CH2:18][N:13]1[N:14]=[N:15][C:11]([C:8]2[CH:7]=[CH:6][C:5]([CH3:16])=[CH:10][CH:9]=2)=[N:12]1)[CH3:24], predict the reactants needed to synthesize it. The reactants are: [O-]CC.[Na+].[C:5]1([CH3:16])[CH:10]=[CH:9][C:8]([C:11]2[NH:15][N:14]=[N:13][N:12]=2)=[CH:7][CH:6]=1.Br[CH2:18][CH2:19][C:20]([O:22][CH2:23][CH3:24])=[O:21]. (5) The reactants are: [CH:1]1([CH2:4][N:5]2[CH2:12][CH2:11][C@@:10]3([CH3:16])[C@H:13]([NH:14][CH3:15])[C@H:6]2[CH2:7][C:8]2[CH:20]=[CH:19][C:18]([O:21][CH3:22])=[CH:17][C:9]=23)[CH2:3][CH2:2]1.C([O:25][C:26](=[O:29])[CH:27]=O)C.[BH-](OC(C)=O)(OC(C)=O)OC(C)=O.[Na+]. Given the product [CH:1]1([CH2:4][N:5]2[CH2:12][CH2:11][C@@:10]3([CH3:16])[C@H:13]([N:14]([CH3:15])[CH2:27][C:26]([OH:25])=[O:29])[C@H:6]2[CH2:7][C:8]2[CH:20]=[CH:19][C:18]([O:21][CH3:22])=[CH:17][C:9]=23)[CH2:3][CH2:2]1, predict the reactants needed to synthesize it.